Task: Predict the reactants needed to synthesize the given product.. Dataset: Full USPTO retrosynthesis dataset with 1.9M reactions from patents (1976-2016) (1) Given the product [P:16]([O-:20])([O-:19])([O-:18])=[O:17].[Ca+2:1].[Ca+2:1].[Ca+2:1].[P:16]([O-:20])([O-:19])([O-:18])=[O:17].[O-2:7].[Ca+2:1], predict the reactants needed to synthesize it. The reactants are: [Ca:1].O.O.O.O.[N+]([O-])([O-])=[O:7].[Ca+2].[N+]([O-])([O-])=O.[P].[P:16](=[O:20])([OH:19])([OH:18])[OH:17].OO. (2) Given the product [F:21][C:22]1[CH:23]=[C:24]([C:28]2[S:32][C:31]([CH3:33])=[N:30][C:29]=2[C:34]([N:2]2[C@H:3]([CH2:7][NH:8][C:9]([C:11]3[C:20]4[O:19][CH2:18][CH2:17][O:16][C:15]=4[CH:14]=[CH:13][CH:12]=3)=[O:10])[CH2:4][C@H:5]3[C@@H:1]2[CH2:6]3)=[O:35])[CH:25]=[CH:26][CH:27]=1, predict the reactants needed to synthesize it. The reactants are: [C@H:1]12[CH2:6][C@H:5]1[CH2:4][C@@H:3]([CH2:7][NH:8][C:9]([C:11]1[C:20]3[O:19][CH2:18][CH2:17][O:16][C:15]=3[CH:14]=[CH:13][CH:12]=1)=[O:10])[NH:2]2.[F:21][C:22]1[CH:23]=[C:24]([C:28]2[S:32][C:31]([CH3:33])=[N:30][C:29]=2[C:34](O)=[O:35])[CH:25]=[CH:26][CH:27]=1. (3) The reactants are: [C:1]([NH:18][C@H:19]([C:26]([OH:28])=[O:27])[CH2:20][C:21]1[N:25]=[CH:24][NH:23][CH:22]=1)([O:3]CC1C2C(=CC=CC=2)C2C1=CC=CC=2)=O.C(N[C@H:47]([C:52]([OH:54])=[O:53])[CH2:48]C(C)C)(OCC1C2C(=CC=CC=2)C2C1=CC=CC=2)=O.S1[CH:59]=[CH:58][CH:57]=[C:56]1[CH:60]=[O:61].Cl[C:63]1[CH:64]=[C:65]([CH:69]=[CH:70][C:71]=1Cl)[C:66](Cl)=O. Given the product [O:61]1[CH:60]=[CH:56][CH:57]=[C:58]1[CH:59]1[N:18]([C:1]([C:69]2[CH:70]=[CH:71][CH:63]=[CH:64][C:65]=2[CH3:66])=[O:3])[C:19]([CH2:20][C:21]2[N:25]=[CH:24][NH:23][CH:22]=2)([C:26]([OH:28])=[O:27])[CH2:48][CH:47]1[C:52]([OH:54])=[O:53], predict the reactants needed to synthesize it. (4) Given the product [CH3:1][C:2]1[O:36][C:34]([C:35]2[CH:17]=[CH:16][CH:15]=[CH:31][CH:30]=2)=[N:4][C:3]=1[CH2:13][O:14][C:15]1[CH:16]=[C:17]([CH:29]=[CH:30][CH:31]=1)[CH2:18][O:19][C:20]1[CH:21]=[C:22]([CH2:26][C:27]([OH:38])=[O:32])[CH:23]=[N:24][CH:25]=1, predict the reactants needed to synthesize it. The reactants are: [CH3:1][C:2]1OC(C2C=CC=CC=2)=[N:4][C:3]=1[CH2:13][O:14][C:15]1[CH:16]=[C:17]([CH:29]=[CH:30][CH:31]=1)[CH2:18][O:19][C:20]1[CH:21]=[C:22]([CH2:26][C:27]#N)[CH:23]=[N:24][CH:25]=1.[OH-:32].[Na+].[CH2:34]([OH:36])[CH3:35].Cl.[OH2:38].